From a dataset of Catalyst prediction with 721,799 reactions and 888 catalyst types from USPTO. Predict which catalyst facilitates the given reaction. (1) Reactant: [CH2:1]([O:3][C:4](=[O:26])[CH:5]([C:13]1[CH:18]=[C:17]([Cl:19])[C:16]([N+:20]([O-:22])=[O:21])=[CH:15][C:14]=1[N+:23]([O-:25])=[O:24])C(OC(C)(C)C)=O)[CH3:2]. Product: [CH2:1]([O:3][C:4](=[O:26])[CH2:5][C:13]1[CH:18]=[C:17]([Cl:19])[C:16]([N+:20]([O-:22])=[O:21])=[CH:15][C:14]=1[N+:23]([O-:25])=[O:24])[CH3:2]. The catalyst class is: 281. (2) The catalyst class is: 7. Product: [CH2:1]([O:8][C:9]([NH:11][C@H:12]([C:22](=[O:23])[NH:24][CH2:25][CH2:26][CH:27]=[O:28])[CH2:13][CH2:14][C:15]([O:17][C:18]([CH3:19])([CH3:21])[CH3:20])=[O:16])=[O:10])[C:2]1[CH:3]=[CH:4][CH:5]=[CH:6][CH:7]=1. Reactant: [CH2:1]([O:8][C:9]([NH:11][C@H:12]([C:22]([NH:24][CH2:25][CH2:26][CH:27](OCC)[O:28]CC)=[O:23])[CH2:13][CH2:14][C:15]([O:17][C:18]([CH3:21])([CH3:20])[CH3:19])=[O:16])=[O:10])[C:2]1[CH:7]=[CH:6][CH:5]=[CH:4][CH:3]=1.Cl. (3) Reactant: [NH2:1][C@H:2]1[CH2:6][CH2:5][N:4]([C:7]([O:9][C:10]([CH3:13])([CH3:12])[CH3:11])=[O:8])[CH2:3]1.[C:14]1([C:22]2[CH:27]=[CH:26][CH:25]=[CH:24][CH:23]=2)[C:15]([CH:20]=O)=[CH:16][CH:17]=[CH:18][CH:19]=1.[O-]S([O-])(=O)=O.[Mg+2].C(O[BH-](OC(=O)C)OC(=O)C)(=O)C.[Na+]. Product: [C:10]([O:9][C:7]([N:4]1[CH2:5][CH2:6][C@H:2]([NH:1][CH2:20][C:15]2[CH:16]=[CH:17][CH:18]=[CH:19][C:14]=2[C:22]2[CH:27]=[CH:26][CH:25]=[CH:24][CH:23]=2)[CH2:3]1)=[O:8])([CH3:13])([CH3:12])[CH3:11]. The catalyst class is: 2. (4) Reactant: [CH3:1][O:2][C:3]1[CH:8]=[CH:7][CH:6]=[CH:5][C:4]=1[N:9]1[CH2:14][CH2:13][N:12]([CH2:15][CH2:16][C:17]([NH:19][NH2:20])=[O:18])[CH2:11][CH2:10]1.[CH2:21]1[CH2:26][CH2:25][CH:24]([CH2:27][N:28]=[C:29]=[O:30])[CH2:23][CH2:22]1.CCCCCC. Product: [CH:24]1([CH2:27][NH:28][C:29]([NH:20][NH:19][C:17](=[O:18])[CH2:16][CH2:15][N:12]2[CH2:11][CH2:10][N:9]([C:4]3[CH:5]=[CH:6][CH:7]=[CH:8][C:3]=3[O:2][CH3:1])[CH2:14][CH2:13]2)=[O:30])[CH2:25][CH2:26][CH2:21][CH2:22][CH2:23]1. The catalyst class is: 11. (5) Product: [NH2:1][C:2]1[N:3]=[C:4]([NH:25][CH2:24][C:23]2[CH:26]=[CH:27][C:20]([Br:19])=[CH:21][CH:22]=2)[C:5]([C:13]#[N:14])=[C:6]([C:8]2[O:9][CH:10]=[CH:11][CH:12]=2)[N:7]=1. The catalyst class is: 57. Reactant: [NH2:1][C:2]1[N:7]=[C:6]([C:8]2[O:9][CH:10]=[CH:11][CH:12]=2)[C:5]([C:13]#[N:14])=[C:4](S(C)=O)[N:3]=1.Cl.[Br:19][C:20]1[CH:27]=[CH:26][C:23]([CH2:24][NH2:25])=[CH:22][CH:21]=1.C1CCN2C(=NCCC2)CC1. (6) Reactant: [NH:1]1[C:5]2=[N:6][CH:7]=[CH:8][CH:9]=[C:4]2[CH:3]=[CH:2]1.[H-].[Na+].Cl[C:13]1[N:17]([CH3:18])[N:16]=[C:15]([CH3:19])[C:14]=1[CH:20]=[O:21].O. Product: [CH3:18][N:17]1[C:13]([N:1]2[C:5]3=[N:6][CH:7]=[CH:8][CH:9]=[C:4]3[CH:3]=[CH:2]2)=[C:14]([CH:20]=[O:21])[C:15]([CH3:19])=[N:16]1. The catalyst class is: 9. (7) Reactant: [NH2:1][C:2]1[S:3][CH:4]=[C:5]2[C:10]=1[C:9](=[O:11])[N:8]([C:12]1[CH:17]=[CH:16][C:15](Cl)=[CH:14][CH:13]=1)[N:7]=[C:6]2[C:19]([O:21][CH2:22][CH3:23])=[O:20]. Product: [NH2:1][C:2]1[S:3][CH:4]=[C:5]2[C:10]=1[C:9](=[O:11])[N:8]([C:12]1[CH:17]=[CH:16][CH:15]=[C:14]([C:19]([O:21][CH2:22][CH3:23])=[O:20])[CH:13]=1)[N:7]=[C:6]2[C:19]([O:21][CH2:22][CH3:23])=[O:20]. The catalyst class is: 4. (8) Reactant: [CH2:1]([C:4]1[CH:5]=[CH:6][C:7]2[O:8][CH2:9][CH2:10][N:11](C(OC(C)(C)C)=O)[C:12]=2[N:13]=1)[CH:2]=[CH2:3].Br[C:22]1[CH:41]=[CH:40][C:25]([CH2:26][C@@H:27]([C:36]([O:38][CH3:39])=[O:37])[NH:28][C:29]([O:31][C:32]([CH3:35])([CH3:34])[CH3:33])=[O:30])=[CH:24][CH:23]=1.CC1C(P(C2C(C)=CC=CC=2)C2C(C)=CC=CC=2)=CC=CC=1.CCN(C(C)C)C(C)C. The catalyst class is: 524. Product: [C:32]([O:31][C:29]([NH:28][C@H:27]([C:36]([O:38][CH3:39])=[O:37])[CH2:26][C:25]1[CH:24]=[CH:23][C:22]([CH:3]=[CH:2][CH2:1][C:4]2[CH:5]=[CH:6][C:7]3[O:8][CH2:9][CH2:10][NH:11][C:12]=3[N:13]=2)=[CH:41][CH:40]=1)=[O:30])([CH3:34])([CH3:35])[CH3:33]. (9) Reactant: [O:1]=[C:2]1[N:7]([CH2:8][C:9](=[O:21])[NH:10][C:11]2[CH:16]=[CH:15][C:14]([C:17]([F:20])([F:19])[F:18])=[CH:13][N:12]=2)[CH2:6][CH2:5][N:4](C(OC(C)(C)C)=O)[CH2:3]1.[ClH:29]. Product: [O:1]=[C:2]1[CH2:3][NH:4][CH2:5][CH2:6][N:7]1[CH2:8][C:9]([NH:10][C:11]1[CH:16]=[CH:15][C:14]([C:17]([F:20])([F:19])[F:18])=[CH:13][N:12]=1)=[O:21].[ClH:29]. The catalyst class is: 13. (10) Reactant: [CH3:1][C:2]1[C:10]2[C:5](=[N+:6]([O-])[CH:7]=[CH:8][CH:9]=2)[NH:4][CH:3]=1.C(Cl)(Cl)[Cl:13].C(=O)([O-])[O-].[Na+].[Na+]. Product: [Cl:13][C:9]1[CH:8]=[CH:7][N:6]=[C:5]2[NH:4][CH:3]=[C:2]([CH3:1])[C:10]=12. The catalyst class is: 286.